From a dataset of Reaction yield outcomes from USPTO patents with 853,638 reactions. Predict the reaction yield, written as a fraction of the theoretical maximum amount of product (1.0 means a 100% yield; for example, 0.34 means a 34% yield). (1) The reactants are [CH3:1][NH:2][C:3]([N:5]1[C:13]2[C:8](=[CH:9][C:10]([O:14][C:15]3[C:20]([I:21])=[CH:19][N:18]=[C:17]([NH2:22])[N:16]=3)=[CH:11][CH:12]=2)[CH:7]=[CH:6]1)=[O:4].C(N([CH2:28][CH3:29])CC)C.Cl[C:31]([O:33][C:34]1[CH:39]=[CH:38][CH:37]=[CH:36][CH:35]=1)=[O:32]. The catalyst is O1CCCC1. The product is [I:21][C:20]1[C:15]([O:14][C:10]2[CH:9]=[C:8]3[C:13](=[CH:12][CH:11]=2)[N:5]([C:3]([NH:2][CH3:1])=[O:4])[CH:6]=[CH:7]3)=[N:16][C:17]([N:22]([C:31]([O:33][C:29]2[CH:28]=[CH:36][CH:35]=[CH:34][CH:39]=2)=[O:32])[C:31](=[O:32])[O:33][C:34]2[CH:39]=[CH:38][CH:37]=[CH:36][CH:35]=2)=[N:18][CH:19]=1. The yield is 0.640. (2) The reactants are Br[C:2]1[CH:7]=[CH:6][CH:5]=[CH:4][C:3]=1[N:8]([CH2:22][C:23]1[CH:28]=[CH:27][C:26]([O:29][CH3:30])=[CH:25][CH:24]=1)[C:9]([CH:11]1[CH2:14][N:13]([C:15]([O:17][C:18]([CH3:21])([CH3:20])[CH3:19])=[O:16])[CH2:12]1)=[O:10].C(O[Na])(C)(C)C. The catalyst is O1CCOCC1.CC([O-])=O.CC([O-])=O.[Pd+2].C1(P(C2CCCCC2)C2CCCCC2)CCCCC1. The product is [CH3:30][O:29][C:26]1[CH:27]=[CH:28][C:23]([CH2:22][N:8]2[C:3]3[C:2](=[CH:7][CH:6]=[CH:5][CH:4]=3)[C:11]3([CH2:12][N:13]([C:15]([O:17][C:18]([CH3:20])([CH3:21])[CH3:19])=[O:16])[CH2:14]3)[C:9]2=[O:10])=[CH:24][CH:25]=1. The yield is 1.00. (3) The reactants are [F:1][C:2]1[C:3]([O:18][CH3:19])=[CH:4][C:5]2[S:9][C:8]([C:10]3[C:14]([CH3:15])=[N:13][NH:12][C:11]=3[NH2:16])=[N:7][C:6]=2[CH:17]=1.S(Cl)([Cl:23])(=O)=O. No catalyst specified. The product is [Cl:23][C:4]1[C:5]2[S:9][C:8]([C:10]3[C:11]([NH2:16])=[N:12][NH:13][C:14]=3[CH3:15])=[N:7][C:6]=2[CH:17]=[C:2]([F:1])[C:3]=1[O:18][CH3:19]. The yield is 0.620. (4) The reactants are [CH:1]1([CH2:4][N:5]2[C:13]([N:14]3[CH2:19][CH2:18][N:17]([S:20]([CH3:23])(=[O:22])=[O:21])[CH2:16][CH2:15]3)=[N:12][C:11]3[C:6]2=[N:7][C:8]([C:30]2[CH:31]=[N:32][C:33]([NH2:36])=[N:34][CH:35]=2)=[N:9][C:10]=3[N:24]2[CH2:29][CH2:28][O:27][CH2:26][CH2:25]2)[CH2:3][CH2:2]1.[CH3:37][S:38]([OH:41])(=[O:40])=[O:39]. The catalyst is ClCCl.CO. The product is [CH3:37][S:38]([OH:41])(=[O:40])=[O:39].[CH:1]1([CH2:4][N:5]2[C:13]([N:14]3[CH2:19][CH2:18][N:17]([S:20]([CH3:23])(=[O:21])=[O:22])[CH2:16][CH2:15]3)=[N:12][C:11]3[C:6]2=[N:7][C:8]([C:30]2[CH:31]=[N:32][C:33]([NH2:36])=[N:34][CH:35]=2)=[N:9][C:10]=3[N:24]2[CH2:29][CH2:28][O:27][CH2:26][CH2:25]2)[CH2:3][CH2:2]1. The yield is 1.00. (5) The product is [Cl:8][C:6]1[CH:5]=[C:4]([CH:9]([C:28]([F:29])([F:31])[F:30])/[CH:10]=[CH:11]/[C:12]2[CH:13]=[CH:14][C:15]([N:23]3[CH:27]=[N:26][CH:25]=[N:24]3)=[C:16]([CH:22]=2)[C:17]([OH:19])=[O:18])[CH:3]=[C:2]([Cl:1])[CH:7]=1. The reactants are [Cl:1][C:2]1[CH:3]=[C:4]([CH:9]([C:28]([F:31])([F:30])[F:29])/[CH:10]=[CH:11]/[C:12]2[CH:13]=[CH:14][C:15]([N:23]3[CH:27]=[N:26][CH:25]=[N:24]3)=[C:16]([CH:22]=2)[C:17]([O:19]CC)=[O:18])[CH:5]=[C:6]([Cl:8])[CH:7]=1. The yield is 0.600. The catalyst is Cl. (6) The reactants are Cl.[F:2][C:3]1[CH:8]=[CH:7][C:6]([C:9](=[O:23])[CH:10]([NH2:22])[CH2:11][C:12]2[CH:17]=[CH:16][C:15]([C:18]([F:21])([F:20])[F:19])=[CH:14][CH:13]=2)=[CH:5][CH:4]=1.[CH2:24]([O:26][C:27]1[CH:36]=[CH:35][C:34]2[C:29](=[CH:30][CH:31]=[CH:32][CH:33]=2)[C:28]=1[C:37](O)=[O:38])[CH3:25].Cl.C(N=C=NCCCN(C)C)C.ON1C2C=CC=CC=2N=N1.C1CCN2C(=NCCC2)CC1.Cl. The catalyst is CN(C)C=O.O. The product is [CH2:24]([O:26][C:27]1[CH:36]=[CH:35][C:34]2[C:29](=[CH:30][CH:31]=[CH:32][CH:33]=2)[C:28]=1[C:37]([NH:22][CH:10]([CH2:11][C:12]1[CH:17]=[CH:16][C:15]([C:18]([F:21])([F:20])[F:19])=[CH:14][CH:13]=1)[C:9]([C:6]1[CH:5]=[CH:4][C:3]([F:2])=[CH:8][CH:7]=1)=[O:23])=[O:38])[CH3:25]. The yield is 0.760. (7) The reactants are Cl.[F:2][C:3]1([F:9])[CH2:8][CH2:7][NH:6][CH2:5][CH2:4]1.[OH-].[Na+].[N:12]([O-])=[O:13].[Na+].C(=O)([O-])O.[Na+]. The catalyst is O.C(O)(=O)C. The product is [F:2][C:3]1([F:9])[CH2:8][CH2:7][N:6]([N:12]=[O:13])[CH2:5][CH2:4]1. The yield is 0.990. (8) The yield is 0.768. The reactants are [Na+].[Na+].[Na+].P(C1C=C(S([O-])(=O)=O)C=CC=1)(C1C=C(S([O-])(=O)=O)C=CC=1)C1C=C(S([O-])(=O)=O)C=CC=1.[O:35]1[CH:39]=[N:38][N:37]=[C:36]1[C:40]1[CH:45]=[CH:44][C:43](B(O)O)=[CH:42][CH:41]=1.Cl[C:50]1[C:55]([S:56]([N:59]([C:67]2[C:72]([O:73][CH3:74])=[N:71][C:70]([CH3:75])=[CH:69][N:68]=2)[C:60](=[O:66])[O:61][CH2:62][CH:63]([CH3:65])[CH3:64])(=[O:58])=[O:57])=[CH:54][CH:53]=[CH:52][N:51]=1. The product is [CH2:62]([O:61][C:60]([N:59]([C:67]1[C:72]([O:73][CH3:74])=[N:71][C:70]([CH3:75])=[CH:69][N:68]=1)[S:56]([C:55]1[C:50]([C:43]2[CH:44]=[CH:45][C:40]([C:36]3[O:35][CH:39]=[N:38][N:37]=3)=[CH:41][CH:42]=2)=[N:51][CH:52]=[CH:53][CH:54]=1)(=[O:58])=[O:57])=[O:66])[CH:63]([CH3:65])[CH3:64]. The catalyst is O.C1(C)C(C)=CC=CC=1.C(N(CC)CC)C.C([O-])(=O)C.[Pd+2].C([O-])(=O)C. (9) The reactants are CCCCCC.C([Li])CCC.[CH2:12]([O:19][C:20]1[CH:25]=[C:24]([F:26])[CH:23]=[CH:22][C:21]=1Br)[C:13]1[CH:18]=[CH:17][CH:16]=[CH:15][CH:14]=1.[CH3:28][O:29][C:30]1[CH:37]=[CH:36][C:33]([CH:34]=[O:35])=[CH:32][CH:31]=1.[Cl-].[NH4+]. The catalyst is C1COCC1. The product is [CH2:12]([O:19][C:20]1[CH:25]=[C:24]([F:26])[CH:23]=[CH:22][C:21]=1[CH:34]([C:33]1[CH:36]=[CH:37][C:30]([O:29][CH3:28])=[CH:31][CH:32]=1)[OH:35])[C:13]1[CH:18]=[CH:17][CH:16]=[CH:15][CH:14]=1. The yield is 0.830.